Task: Predict the product of the given reaction.. Dataset: Forward reaction prediction with 1.9M reactions from USPTO patents (1976-2016) (1) Given the reactants [C:1]([C:5]1[CH:13]=[C:12]2[C:8]([CH2:9][CH:10]([CH2:15][C:16]([CH3:19])([CH3:18])[CH3:17])[C:11]2=[O:14])=[CH:7][C:6]=1[O:20][CH3:21])([CH3:4])([CH3:3])[CH3:2].O.O.O.C([O-])(=O)C.[Na+].O.[Br:31]Br, predict the reaction product. The product is: [Br:31][C:7]1[C:6]([O:20][CH3:21])=[C:5]([C:1]([CH3:4])([CH3:2])[CH3:3])[CH:13]=[C:12]2[C:8]=1[CH2:9][CH:10]([CH2:15][C:16]([CH3:19])([CH3:18])[CH3:17])[C:11]2=[O:14]. (2) Given the reactants [C:1]([O:5][C:6](=[O:26])[NH:7][C:8]1[CH:13]=[CH:12][C:11]([C:14]#[C:15][C:16]2[CH:21]=[CH:20][CH:19]=[CH:18][C:17]=2[Cl:22])=[CH:10][C:9]=1[N+:23]([O-])=O)([CH3:4])([CH3:3])[CH3:2].O.O.Cl[Sn]Cl, predict the reaction product. The product is: [C:1]([O:5][C:6](=[O:26])[NH:7][C:8]1[CH:13]=[CH:12][C:11]([C:14]#[C:15][C:16]2[CH:21]=[CH:20][CH:19]=[CH:18][C:17]=2[Cl:22])=[CH:10][C:9]=1[NH2:23])([CH3:4])([CH3:2])[CH3:3]. (3) Given the reactants [H-].[Na+].[CH3:3][O:4][C:5]([C:7]1[C:15]2[C:10](=[N:11][CH:12]=[C:13]([Br:16])[CH:14]=2)[N:9]([S:17]([C:20]2[CH:25]=[CH:24][CH:23]=[CH:22][CH:21]=2)(=[O:19])=[O:18])[C:8]=1[CH2:26]Br)=[O:6].[C:28]([CH2:30][NH:31][S:32]([C:35]1[CH:40]=[CH:39][C:38]([CH3:41])=[CH:37][CH:36]=1)(=[O:34])=[O:33])#[N:29], predict the reaction product. The product is: [CH3:3][O:4][C:5]([C:7]1[C:15]2[C:10](=[N:11][CH:12]=[C:13]([Br:16])[CH:14]=2)[N:9]([S:17]([C:20]2[CH:21]=[CH:22][CH:23]=[CH:24][CH:25]=2)(=[O:18])=[O:19])[C:8]=1[CH2:26][N:31]([CH2:30][C:28]#[N:29])[S:32]([C:35]1[CH:36]=[CH:37][C:38]([CH3:41])=[CH:39][CH:40]=1)(=[O:34])=[O:33])=[O:6]. (4) Given the reactants [Br:1][C:2]1[CH:7]=[CH:6][C:5]([C@H:8]2[CH2:10][C@H:9]2[C:11]([O:13]C)=[O:12])=[CH:4][CH:3]=1.[Li+].[OH-], predict the reaction product. The product is: [Br:1][C:2]1[CH:3]=[CH:4][C:5]([CH:8]2[CH2:10][CH:9]2[C:11]([OH:13])=[O:12])=[CH:6][CH:7]=1. (5) Given the reactants [NH2:1][C:2]1[C:9]([OH:10])=[C:8]([F:11])[C:7]([C:12]2[CH:17]=[CH:16][CH:15]=[CH:14][CH:13]=2)=[C:6]([CH3:18])[C:3]=1[C:4]#[N:5].C(N(CC)CC)C.[C:26]1([C:31](Cl)=[O:32])[CH2:30][CH2:29][CH2:28][CH:27]=1.C(O)(=O)CC(CC(O)=O)(C(O)=O)O, predict the reaction product. The product is: [C:26]1([C:31]([O:10][C:9]2[C:8]([F:11])=[C:7]([C:12]3[CH:13]=[CH:14][CH:15]=[CH:16][CH:17]=3)[C:6]([CH3:18])=[C:3]([C:4]#[N:5])[C:2]=2[NH2:1])=[O:32])[CH2:30][CH2:29][CH2:28][CH:27]=1. (6) Given the reactants [C:1]([N:4]1[CH2:9][CH2:8][N:7]([C:10]2[N:15]=[C:14]([O:16][CH2:17][CH3:18])[C:13]([NH:19][C:20]([C:22]3[C:26]4[C:27](=[O:44])[N:28]([CH2:34][CH2:35][O:36]CC5C=CC=CC=5)[C:29]5([CH2:33][CH2:32][CH2:31]5)[CH2:30][C:25]=4[O:24][CH:23]=3)=[O:21])=[CH:12][CH:11]=2)[CH2:6][CH2:5]1)(=[O:3])[CH3:2].C(N1CCN(C2N=C(OCC)C(NC(C3C4C(=O)N(CCOCC5C=CC=CC=5)CCC=4OC=3)=O)=CC=2)CC1)(=O)C, predict the reaction product. The product is: [C:1]([N:4]1[CH2:9][CH2:8][N:7]([C:10]2[N:15]=[C:14]([O:16][CH2:17][CH3:18])[C:13]([NH:19][C:20]([C:22]3[C:26]4[C:27](=[O:44])[N:28]([CH2:34][CH2:35][OH:36])[C:29]5([CH2:31][CH2:32][CH2:33]5)[CH2:30][C:25]=4[O:24][CH:23]=3)=[O:21])=[CH:12][CH:11]=2)[CH2:6][CH2:5]1)(=[O:3])[CH3:2]. (7) The product is: [O:20]=[C:14]1[CH:13]([N:7]2[CH2:6][C:5]3[C:9](=[CH:10][CH:11]=[C:3]([CH2:2][NH:1][C:28](=[O:29])[C:27]([F:32])([F:26])[CH3:31])[CH:4]=3)[C:8]2=[O:12])[CH2:18][CH2:17][C:16](=[O:19])[NH:15]1. Given the reactants [NH2:1][CH2:2][C:3]1[CH:4]=[C:5]2[C:9](=[CH:10][CH:11]=1)[C:8](=[O:12])[N:7]([CH:13]1[CH2:18][CH2:17][C:16](=[O:19])[NH:15][C:14]1=[O:20])[CH2:6]2.S(O)(=O)(=O)C.[F:26][C:27]([F:32])([CH3:31])[C:28](O)=[O:29].C(N(C(C)C)CC)(C)C.F[P-](F)(F)(F)(F)F.CN(C(N(C)C)=[N+]1C2C(=NC=CC=2)[N+]([O-])=N1)C, predict the reaction product.